From a dataset of NCI-60 drug combinations with 297,098 pairs across 59 cell lines. Regression. Given two drug SMILES strings and cell line genomic features, predict the synergy score measuring deviation from expected non-interaction effect. (1) Drug 1: C1CC(=O)NC(=O)C1N2CC3=C(C2=O)C=CC=C3N. Drug 2: C1CC(=O)NC(=O)C1N2C(=O)C3=CC=CC=C3C2=O. Cell line: SK-MEL-28. Synergy scores: CSS=2.32, Synergy_ZIP=4.27, Synergy_Bliss=3.92, Synergy_Loewe=4.30, Synergy_HSA=3.69. (2) Drug 1: CC1C(C(CC(O1)OC2CC(CC3=C2C(=C4C(=C3O)C(=O)C5=C(C4=O)C(=CC=C5)OC)O)(C(=O)C)O)N)O.Cl. Drug 2: CCC1(CC2CC(C3=C(CCN(C2)C1)C4=CC=CC=C4N3)(C5=C(C=C6C(=C5)C78CCN9C7C(C=CC9)(C(C(C8N6C=O)(C(=O)OC)O)OC(=O)C)CC)OC)C(=O)OC)O.OS(=O)(=O)O. Cell line: SK-MEL-2. Synergy scores: CSS=40.4, Synergy_ZIP=-5.03, Synergy_Bliss=-3.21, Synergy_Loewe=-17.8, Synergy_HSA=-3.62. (3) Synergy scores: CSS=-3.60, Synergy_ZIP=3.32, Synergy_Bliss=-0.734, Synergy_Loewe=-10.5, Synergy_HSA=-10.9. Cell line: HOP-92. Drug 2: C(CC(=O)O)C(=O)CN.Cl. Drug 1: CC(C)(C#N)C1=CC(=CC(=C1)CN2C=NC=N2)C(C)(C)C#N. (4) Drug 1: CCN(CC)CCNC(=O)C1=C(NC(=C1C)C=C2C3=C(C=CC(=C3)F)NC2=O)C. Drug 2: C1=NNC2=C1C(=O)NC=N2. Cell line: HCC-2998. Synergy scores: CSS=-3.84, Synergy_ZIP=1.03, Synergy_Bliss=-2.86, Synergy_Loewe=-3.48, Synergy_HSA=-4.89. (5) Drug 1: C1=CC(=CC=C1CC(C(=O)O)N)N(CCCl)CCCl.Cl. Drug 2: C1=CC(=CC=C1CCCC(=O)O)N(CCCl)CCCl. Cell line: PC-3. Synergy scores: CSS=22.1, Synergy_ZIP=-5.73, Synergy_Bliss=0.606, Synergy_Loewe=1.26, Synergy_HSA=2.35. (6) Drug 1: CC1=CC=C(C=C1)C2=CC(=NN2C3=CC=C(C=C3)S(=O)(=O)N)C(F)(F)F. Drug 2: C1=NC2=C(N=C(N=C2N1C3C(C(C(O3)CO)O)O)F)N. Cell line: ACHN. Synergy scores: CSS=10.9, Synergy_ZIP=-6.54, Synergy_Bliss=-8.17, Synergy_Loewe=-10.2, Synergy_HSA=-6.06. (7) Drug 2: CCN(CC)CCNC(=O)C1=C(NC(=C1C)C=C2C3=C(C=CC(=C3)F)NC2=O)C. Synergy scores: CSS=-3.52, Synergy_ZIP=1.62, Synergy_Bliss=-1.79, Synergy_Loewe=-6.63, Synergy_HSA=-6.48. Cell line: HOP-92. Drug 1: CN(C)N=NC1=C(NC=N1)C(=O)N. (8) Drug 1: C1CN1P(=S)(N2CC2)N3CC3. Drug 2: CS(=O)(=O)CCNCC1=CC=C(O1)C2=CC3=C(C=C2)N=CN=C3NC4=CC(=C(C=C4)OCC5=CC(=CC=C5)F)Cl. Cell line: M14. Synergy scores: CSS=6.19, Synergy_ZIP=-3.94, Synergy_Bliss=-4.05, Synergy_Loewe=-3.43, Synergy_HSA=-2.15. (9) Drug 1: COC1=C(C=C2C(=C1)N=CN=C2NC3=CC(=C(C=C3)F)Cl)OCCCN4CCOCC4. Drug 2: C(CC(=O)O)C(=O)CN.Cl. Cell line: A498. Synergy scores: CSS=32.2, Synergy_ZIP=-3.70, Synergy_Bliss=1.44, Synergy_Loewe=-9.48, Synergy_HSA=3.76.